From a dataset of Catalyst prediction with 721,799 reactions and 888 catalyst types from USPTO. Predict which catalyst facilitates the given reaction. (1) Reactant: Cl[C:2]1[N:7]=[C:6]([Cl:8])[N:5]=[C:4]([N:9]2[CH2:14][CH2:13][O:12][CH2:11][CH2:10]2)[N:3]=1.C([Sn](CCCC)(CCCC)[CH:20]1[CH2:25][CH2:24][CH:23]=[CH:22][O:21]1)CCC. Product: [Cl:8][C:6]1[N:7]=[C:2]([C:24]2[CH2:23][CH2:22][O:21][CH2:20][CH:25]=2)[N:3]=[C:4]([N:9]2[CH2:14][CH2:13][O:12][CH2:11][CH2:10]2)[N:5]=1. The catalyst class is: 184. (2) Product: [F:20][C:21]1[CH:28]=[CH:27][CH:26]=[C:25]([F:29])[C:22]=1[CH2:23][N:11]1[C:12]2[C:8](=[CH:7][C:6]([N+:3]([O-:5])=[O:4])=[CH:14][CH:13]=2)[CH:9]=[C:10]1[C:15]([OH:17])=[O:16]. Reactant: [OH-].[K+].[N+:3]([C:6]1[CH:7]=[C:8]2[C:12](=[CH:13][CH:14]=1)[NH:11][C:10]([C:15]([O:17]CC)=[O:16])=[CH:9]2)([O-:5])=[O:4].[F:20][C:21]1[CH:28]=[CH:27][CH:26]=[C:25]([F:29])[C:22]=1[CH2:23]Cl.Cl. The catalyst class is: 58. (3) The catalyst class is: 399. Reactant: [CH3:1][C:2]1[CH:7]=[C:6]([CH3:8])[N:5]=[C:4]([N:9]2[CH2:16][CH:15]3[CH:11]([CH2:12][NH:13][CH2:14]3)[CH2:10]2)[N:3]=1.[F:17][C:18]1[C:19]([N:27]2[N:31]=[CH:30][CH:29]=[N:28]2)=[C:20]([CH:24]=[CH:25][CH:26]=1)[C:21](O)=[O:22].CN(C(ON1N=NC2C=CC=NC1=2)=[N+](C)C)C.F[P-](F)(F)(F)(F)F.CCN(C(C)C)C(C)C. Product: [CH3:1][C:2]1[CH:7]=[C:6]([CH3:8])[N:5]=[C:4]([N:9]2[CH2:16][CH:15]3[CH:11]([CH2:12][N:13]([C:21]([C:20]4[CH:24]=[CH:25][CH:26]=[C:18]([F:17])[C:19]=4[N:27]4[N:31]=[CH:30][CH:29]=[N:28]4)=[O:22])[CH2:14]3)[CH2:10]2)[N:3]=1. (4) Reactant: [O:1]1[C:6]2[CH:7]=[CH:8][C:9]([CH2:11][N:12]([CH:20]3[CH2:25][CH2:24][N:23]([CH2:26][CH2:27][N:28]4[C:37]5[C:32](=[CH:33][CH:34]=[C:35]([F:38])[CH:36]=5)[C:31]([Cl:39])=[CH:30][C:29]4=[O:40])[CH2:22][CH2:21]3)C(=O)OC(C)(C)C)=[CH:10][C:5]=2[O:4][CH2:3][CH2:2]1.Cl.C(OCC)(=O)C. Product: [ClH:39].[O:1]1[C:6]2[CH:7]=[CH:8][C:9]([CH2:11][NH:12][CH:20]3[CH2:21][CH2:22][N:23]([CH2:26][CH2:27][N:28]4[C:37]5[C:32](=[CH:33][CH:34]=[C:35]([F:38])[CH:36]=5)[C:31]([Cl:39])=[CH:30][C:29]4=[O:40])[CH2:24][CH2:25]3)=[CH:10][C:5]=2[O:4][CH2:3][CH2:2]1. The catalyst class is: 13.